From a dataset of Peptide-MHC class I binding affinity with 185,985 pairs from IEDB/IMGT. Regression. Given a peptide amino acid sequence and an MHC pseudo amino acid sequence, predict their binding affinity value. This is MHC class I binding data. (1) The peptide sequence is GFKLRSAVM. The MHC is HLA-A69:01 with pseudo-sequence HLA-A69:01. The binding affinity (normalized) is 0.0847. (2) The peptide sequence is KTFGWLWKLV. The MHC is Mamu-A01 with pseudo-sequence Mamu-A01. The binding affinity (normalized) is 0.397. (3) The peptide sequence is IQNALEKAL. The MHC is HLA-A25:01 with pseudo-sequence HLA-A25:01. The binding affinity (normalized) is 0.0847. (4) The peptide sequence is SLYNTVCVIWC. The binding affinity (normalized) is 0.145. The MHC is Mamu-B03 with pseudo-sequence Mamu-B03. (5) The peptide sequence is YVLLLFLLLA. The MHC is HLA-A68:02 with pseudo-sequence HLA-A68:02. The binding affinity (normalized) is 0.132. (6) The peptide sequence is LPGPDTRHL. The MHC is HLA-A24:02 with pseudo-sequence HLA-A24:02. The binding affinity (normalized) is 0.